This data is from Full USPTO retrosynthesis dataset with 1.9M reactions from patents (1976-2016). The task is: Predict the reactants needed to synthesize the given product. Given the product [Cl:23][C:18]1[CH:17]=[C:16]([CH:21]=[C:20]([Cl:22])[CH:19]=1)[CH2:15][O:14][C@H:10]1[O:11][CH2:12][CH2:13][NH:8][C@H:9]1[C:24]1[CH:29]=[CH:28][CH:27]=[CH:26][CH:25]=1, predict the reactants needed to synthesize it. The reactants are: C([N:8]1[CH2:13][CH2:12][O:11][C@H:10]([O:14][CH2:15][C:16]2[CH:21]=[C:20]([Cl:22])[CH:19]=[C:18]([Cl:23])[CH:17]=2)[C@@H:9]1[C:24]1[CH:29]=[CH:28][CH:27]=[CH:26][CH:25]=1)C1C=CC=CC=1.ClC(OC(Cl)C)=O.